From a dataset of Catalyst prediction with 721,799 reactions and 888 catalyst types from USPTO. Predict which catalyst facilitates the given reaction. (1) Reactant: [CH3:1][C:2]1[C:7]([N+:8]([O-])=O)=[C:6]([CH3:11])[N:5]=[C:4]([OH:12])[N:3]=1.[H][H]. Product: [NH2:8][C:7]1[C:2]([CH3:1])=[N:3][C:4]([OH:12])=[N:5][C:6]=1[CH3:11]. The catalyst class is: 19. (2) The catalyst class is: 190. Reactant: [F:1][CH:2]([F:22])[C@:3]1([C:12]2[CH:17]=[C:16]([N+:18]([O-])=O)[CH:15]=[CH:14][C:13]=2[F:21])[NH:8][C:7](=[S:9])[CH2:6][CH2:5][C:4]1([F:11])[F:10].[NH4+].[Cl-]. Product: [NH2:18][C:16]1[CH:15]=[CH:14][C:13]([F:21])=[C:12]([C@@:3]2([CH:2]([F:22])[F:1])[NH:8][C:7](=[S:9])[CH2:6][CH2:5][C:4]2([F:10])[F:11])[CH:17]=1. (3) Reactant: [Cl:1][C:2]1[CH:7]=[CH:6][C:5]([N:8]2[CH2:13][CH2:12][CH:11]([C:14](O)=[O:15])[CH2:10][CH2:9]2)=[CH:4][C:3]=1[C:17]1[NH:21][C:20]2[CH:22]=[CH:23][C:24]([F:26])=[CH:25][C:19]=2[N:18]=1.CN(C(ON1N=NC2C=CC=NC1=2)=[N+](C)C)C.F[P-](F)(F)(F)(F)F.[CH3:51][N:52]([CH3:58])[CH2:53][CH2:54][CH2:55][NH:56][CH3:57]. Product: [CH3:51][N:52]([CH3:58])[CH2:53][CH2:54][CH2:55][N:56]([CH3:57])[C:14]([CH:11]1[CH2:10][CH2:9][N:8]([C:5]2[CH:6]=[CH:7][C:2]([Cl:1])=[C:3]([C:17]3[NH:21][C:20]4[CH:22]=[CH:23][C:24]([F:26])=[CH:25][C:19]=4[N:18]=3)[CH:4]=2)[CH2:13][CH2:12]1)=[O:15]. The catalyst class is: 4. (4) Reactant: [C:1]([NH:5][S:6]([C:9]1[CH:17]=[C:16]2[C:12]([C:13]([CH:19]3[CH2:24][CH2:23][CH2:22][CH2:21][CH2:20]3)=[C:14](Br)[NH:15]2)=[CH:11][CH:10]=1)(=[O:8])=[O:7])([CH3:4])([CH3:3])[CH3:2].CC1(C)C(C)(C)OB([C:33]2[CH:38]=[CH:37][C:36]([CH3:39])=[CH:35][C:34]=2[NH2:40])O1.C(=O)([O-])O.[Na+]. Product: [C:1]([NH:5][S:6]([C:9]1[CH:17]=[C:16]2[C:12]([C:13]([CH:19]3[CH2:24][CH2:23][CH2:22][CH2:21][CH2:20]3)=[C:14]([C:33]3[CH:38]=[CH:37][C:36]([CH3:39])=[CH:35][C:34]=3[NH2:40])[NH:15]2)=[CH:11][CH:10]=1)(=[O:8])=[O:7])([CH3:4])([CH3:3])[CH3:2]. The catalyst class is: 108. (5) Reactant: O.NN.[Cl:4][C:5]1[C:6](=[O:41])[N:7]([CH2:32][C:33]2[CH:38]=[CH:37][C:36]([O:39][CH3:40])=[CH:35][CH:34]=2)[C:8]([CH3:31])=[CH:9][C:10]=1[O:11][CH2:12][C:13]1[CH:30]=[CH:29][CH:28]=[CH:27][C:14]=1[CH2:15][N:16]1C(=O)C2C(=CC=CC=2)C1=O. Product: [NH2:16][CH2:15][C:14]1[CH:27]=[CH:28][CH:29]=[CH:30][C:13]=1[CH2:12][O:11][C:10]1[CH:9]=[C:8]([CH3:31])[N:7]([CH2:32][C:33]2[CH:38]=[CH:37][C:36]([O:39][CH3:40])=[CH:35][CH:34]=2)[C:6](=[O:41])[C:5]=1[Cl:4]. The catalyst class is: 5. (6) Reactant: O[C@@H:2]1[CH2:7][CH2:6][C@H:5]([NH:8][C:9]([O:11][C:12]([CH3:15])([CH3:14])[CH3:13])=[O:10])[CH2:4][CH2:3]1.[CH:16]1([N:19]2[C:23]3=[N:24][CH:25]=[CH:26][N:27]=[C:22]3[NH:21][C:20]2=[O:28])[CH2:18][CH2:17]1.C1(P(C2C=CC=CC=2)C2C=CC=CC=2)C=CC=CC=1.N(C(OCC)=O)=NC(OCC)=O.C1(C)C=CC=CC=1. Product: [C:12]([O:11][C:9](=[O:10])[NH:8][C@H:5]1[CH2:6][CH2:7][C@H:2]([N:21]2[C:22]3=[N:27][CH:26]=[CH:25][N:24]=[C:23]3[N:19]([CH:16]3[CH2:17][CH2:18]3)[C:20]2=[O:28])[CH2:3][CH2:4]1)([CH3:15])([CH3:14])[CH3:13]. The catalyst class is: 1. (7) Reactant: C[O:2][C:3]([C@H:5]1[NH:21][C:20](=[O:22])[C@H:19]([CH:23]([CH3:25])[CH3:24])[NH:18][C:17](=[O:26])[C@@H:16]([NH:27][C:28]([C:30]2[NH:31][CH:32]=[CH:33][CH:34]=2)=[O:29])[CH2:15][C:14]2=[CH:35][CH:36]=[C:11]([CH:12]=[CH:13]2)[O:10][CH2:9][CH2:8][CH2:7][CH2:6]1)=O.CC(C[AlH]CC(C)C)C.CCOC(C)=O. Product: [CH:3]([C@H:5]1[NH:21][C:20](=[O:22])[C@H:19]([CH:23]([CH3:25])[CH3:24])[NH:18][C:17](=[O:26])[C@@H:16]([NH:27][C:28]([C:30]2[NH:31][CH:32]=[CH:33][CH:34]=2)=[O:29])[CH2:15][C:14]2=[CH:13][CH:12]=[C:11]([CH:36]=[CH:35]2)[O:10][CH2:9][CH2:8][CH2:7][CH2:6]1)=[O:2]. The catalyst class is: 2.